From a dataset of Orexin1 receptor HTS with 218,158 compounds and 233 confirmed actives. Binary Classification. Given a drug SMILES string, predict its activity (active/inactive) in a high-throughput screening assay against a specified biological target. The result is 0 (inactive). The drug is S1(=O)(=O)N(c2c3c1cccc3ccc2)C(C)C(=O)NCc1cc2OCOc2cc1.